This data is from Forward reaction prediction with 1.9M reactions from USPTO patents (1976-2016). The task is: Predict the product of the given reaction. (1) Given the reactants Br[CH2:2][CH:3]1[O:7][CH2:6][CH2:5][O:4]1.[CH3:8][C:9]1[CH:18]=[C:17]2[C:12]([CH:13]=[CH:14][C:15](=[O:19])[NH:16]2)=[CH:11][CH:10]=1.C(=O)([O-])[O-].[Cs+].[Cs+].C(=O)([O-])O.[Na+], predict the reaction product. The product is: [O:4]1[CH2:5][CH2:6][O:7][CH:3]1[CH2:2][N:16]1[C:17]2[C:12](=[CH:11][CH:10]=[C:9]([CH3:8])[CH:18]=2)[CH:13]=[CH:14][C:15]1=[O:19]. (2) Given the reactants [C:1](Cl)(Cl)=[O:2].[NH2:5][C:6]1[CH:11]=[CH:10][CH:9]=[C:8]([CH3:12])[N:7]=1.C(N(CC)CC)C.[C:20]([OH:24])([CH3:23])([CH3:22])[CH3:21], predict the reaction product. The product is: [C:20]([O:24][C:1](=[O:2])[NH:5][C:6]1[CH:11]=[CH:10][CH:9]=[C:8]([CH3:12])[N:7]=1)([CH3:23])([CH3:22])[CH3:21].